Dataset: TCR-epitope binding with 47,182 pairs between 192 epitopes and 23,139 TCRs. Task: Binary Classification. Given a T-cell receptor sequence (or CDR3 region) and an epitope sequence, predict whether binding occurs between them. (1) The epitope is SLYNTVATL. The TCR CDR3 sequence is CASSQERGVRSSQYGSNQPQHF. Result: 0 (the TCR does not bind to the epitope). (2) The epitope is MPASWVMRI. Result: 1 (the TCR binds to the epitope). The TCR CDR3 sequence is CASSLDRLDNEQFF. (3) Result: 1 (the TCR binds to the epitope). The epitope is RLYYDSMSY. The TCR CDR3 sequence is CASSPHRNEKLFF. (4) The epitope is HLVDFQVTI. The TCR CDR3 sequence is CASSSTLAGGPYEQFF. Result: 0 (the TCR does not bind to the epitope). (5) The epitope is VLAWLYAAV. The TCR CDR3 sequence is CASSSGLAGTNTGELFF. Result: 1 (the TCR binds to the epitope).